Task: Predict the reactants needed to synthesize the given product.. Dataset: Full USPTO retrosynthesis dataset with 1.9M reactions from patents (1976-2016) (1) Given the product [NH:1]1[C:9]2[CH2:8][CH2:7][CH2:6][NH:5][C:4]=2[C:3]([C:10]([O:12][CH3:13])=[O:11])=[N:2]1, predict the reactants needed to synthesize it. The reactants are: [NH:1]1[C:9]2[C:4](=[N:5][CH:6]=[CH:7][CH:8]=2)[C:3]([C:10]([O:12][CH3:13])=[O:11])=[N:2]1. (2) Given the product [CH2:1]([O:8][C:9]([N:11]1[CH2:17][CH2:16][CH2:15][CH:14]([NH:18][C:19](=[O:35])[C@@H:20]([NH:27][C:28]([C:30]2[O:31][CH:32]=[CH:33][CH:34]=2)=[O:29])[CH2:21][CH:22]2[CH2:26][CH2:25][CH2:24][CH2:23]2)[C:13](=[O:36])[CH2:12]1)=[O:10])[C:2]1[CH:7]=[CH:6][CH:5]=[CH:4][CH:3]=1, predict the reactants needed to synthesize it. The reactants are: [CH2:1]([O:8][C:9]([N:11]1[CH2:17][CH2:16][CH2:15][CH:14]([NH:18][C:19](=[O:35])[C@@H:20]([NH:27][C:28]([C:30]2[O:31][CH:32]=[CH:33][CH:34]=2)=[O:29])[CH2:21][CH:22]2[CH2:26][CH2:25][CH2:24][CH2:23]2)[CH:13]([OH:36])[CH2:12]1)=[O:10])[C:2]1[CH:7]=[CH:6][CH:5]=[CH:4][CH:3]=1.CC(OI1(OC(C)=O)(OC(C)=O)OC(=O)C2C=CC=CC1=2)=O. (3) Given the product [F:12][CH:13]1[CH2:18][CH2:17][N:16]([C:2]2[N:6]([CH3:7])[N:5]=[CH:4][C:3]=2[N+:8]([O-:10])=[O:9])[CH2:15][CH2:14]1, predict the reactants needed to synthesize it. The reactants are: Cl[C:2]1[N:6]([CH3:7])[N:5]=[CH:4][C:3]=1[N+:8]([O-:10])=[O:9].Cl.[F:12][CH:13]1[CH2:18][CH2:17][NH:16][CH2:15][CH2:14]1. (4) Given the product [CH:19]([N:15]1[CH:16]=[CH:17][N:18]=[C:14]1[C:8]1[S:9][C:10]2[CH2:11][CH2:12][O:13][C:4]3[CH:3]=[C:2]([C:36]4[CH:35]=[N:34][N:33]([CH2:32][CH2:31][O:30][CH:25]5[CH2:26][CH2:27][CH2:28][CH2:29][O:24]5)[CH:37]=4)[CH:23]=[CH:22][C:5]=3[C:6]=2[N:7]=1)([CH3:21])[CH3:20], predict the reactants needed to synthesize it. The reactants are: Br[C:2]1[CH:23]=[CH:22][C:5]2[C:6]3[N:7]=[C:8]([C:14]4[N:15]([CH:19]([CH3:21])[CH3:20])[CH:16]=[CH:17][N:18]=4)[S:9][C:10]=3[CH2:11][CH2:12][O:13][C:4]=2[CH:3]=1.[O:24]1[CH2:29][CH2:28][CH2:27][CH2:26][CH:25]1[O:30][CH2:31][CH2:32][N:33]1[CH:37]=[C:36](B2OC(C)(C)C(C)(C)O2)[CH:35]=[N:34]1. (5) The reactants are: Br[C:2]1[N:7]=[C:6]([CH2:8][N:9]2[CH2:14][CH2:13][O:12][CH2:11][CH2:10]2)[CH:5]=[CH:4][CH:3]=1.[CH2:15]([N:19]1[CH2:24][CH2:23][CH2:22][CH2:21][CH2:20]1)[CH2:16][C:17]#[CH:18]. Given the product [N:19]1([CH2:15][CH2:16][C:17]#[C:18][C:2]2[N:7]=[C:6]([CH2:8][N:9]3[CH2:14][CH2:13][O:12][CH2:11][CH2:10]3)[CH:5]=[CH:4][CH:3]=2)[CH2:24][CH2:23][CH2:22][CH2:21][CH2:20]1, predict the reactants needed to synthesize it. (6) Given the product [CH2:48]([N:43]([C:41]1[CH:42]=[C:37]([C:34](=[O:36])[CH2:35][Br:1])[CH:38]=[CH:39][C:40]=1[O:55][CH2:56][C:57]1[CH:58]=[CH:59][CH:60]=[CH:61][CH:62]=1)[S:44]([CH3:47])(=[O:46])=[O:45])[C:49]1[CH:54]=[CH:53][CH:52]=[CH:51][CH:50]=1, predict the reactants needed to synthesize it. The reactants are: [Br-:1].[Br-].[Br-].C1([N+](C)(C)C)C=CC=CC=1.C1([N+](C)(C)C)C=CC=CC=1.C1([N+](C)(C)C)C=CC=CC=1.[C:34]([C:37]1[CH:38]=[CH:39][C:40]([O:55][CH2:56][C:57]2[CH:62]=[CH:61][CH:60]=[CH:59][CH:58]=2)=[C:41]([N:43]([CH2:48][C:49]2[CH:54]=[CH:53][CH:52]=[CH:51][CH:50]=2)[S:44]([CH3:47])(=[O:46])=[O:45])[CH:42]=1)(=[O:36])[CH3:35].C(=O)(O)[O-].[Na+]. (7) Given the product [CH:24]1([O:29][C:30]2[CH:31]=[CH:32][C:33]([N:34]3[CH2:13][CH2:12][C:6]4([CH2:7][CH2:8][N:9]([S:19]([CH2:18][CH:17]([CH3:23])[CH3:16])(=[O:21])=[O:20])[CH2:10][CH2:11]4)[C:4]3=[O:5])=[CH:35][CH:36]=2)[CH2:28][CH2:27][CH2:26][CH2:25]1, predict the reactants needed to synthesize it. The reactants are: C(O[C:4]([C:6]1([CH2:12][CH2:13]OC)[CH2:11][CH2:10][NH:9][CH2:8][CH2:7]1)=[O:5])C.[CH3:16][CH:17]([CH3:23])[CH2:18][S:19](Cl)(=[O:21])=[O:20].[CH:24]1([O:29][C:30]2[CH:36]=[CH:35][C:33]([NH2:34])=[CH:32][CH:31]=2)[CH2:28][CH2:27][CH2:26][CH2:25]1.